From a dataset of Catalyst prediction with 721,799 reactions and 888 catalyst types from USPTO. Predict which catalyst facilitates the given reaction. Reactant: Cl.[F:2][C:3]1[CH:8]=[CH:7][C:6]([CH2:9][C:10](=[O:15])[CH2:11][N:12]([CH3:14])[CH3:13])=[CH:5][CH:4]=1.[NH:16]1C=CN=[CH:17]1. Product: [F:2][C:3]1[CH:4]=[CH:5][C:6]([CH2:9][C:10](=[O:15])[CH2:11][N:12]2[CH:14]=[CH:17][N:16]=[CH:13]2)=[CH:7][CH:8]=1. The catalyst class is: 40.